From a dataset of Catalyst prediction with 721,799 reactions and 888 catalyst types from USPTO. Predict which catalyst facilitates the given reaction. (1) Reactant: [OH:1][CH:2]([C:6]1[CH:11]=[CH:10][CH:9]=[CH:8][CH:7]=1)[C:3]([OH:5])=O.[NH2:12][C:13]1[CH:14]=[C:15]([C:19]2[N:24]=[C:23]([NH2:25])[N:22]=[C:21]([NH:26][CH3:27])[CH:20]=2)[CH:16]=[CH:17][CH:18]=1.OC1C2N=NNC=2C=CC=1.C1(N=C=NC2CCCCC2)CCCCC1. Product: [NH2:25][C:23]1[N:24]=[C:19]([C:15]2[CH:14]=[C:13]([NH:12][C:3](=[O:5])[CH:2]([OH:1])[C:6]3[CH:11]=[CH:10][CH:9]=[CH:8][CH:7]=3)[CH:18]=[CH:17][CH:16]=2)[CH:20]=[C:21]([NH:26][CH3:27])[N:22]=1. The catalyst class is: 3. (2) Reactant: [S:1]1[C:5]2[CH:6]=[CH:7][CH:8]=[CH:9][C:4]=2[CH:3]=[C:2]1[CH:10]=O.C(O)(=O)[CH2:13][C:14]([OH:16])=[O:15].N1C=CC=CC=1.N1CCCCC1. Product: [S:1]1[C:5]2[CH:6]=[CH:7][CH:8]=[CH:9][C:4]=2[CH:3]=[C:2]1/[CH:10]=[CH:13]/[C:14]([OH:16])=[O:15]. The catalyst class is: 6. (3) The catalyst class is: 4. Product: [CH2:1]([O:8][C:9](=[O:40])[CH:10]=[CH:11][CH:12]([O:39][C:47](=[O:65])[CH2:48][CH2:49][CH2:50][CH2:51][CH2:52][CH2:53][CH2:54][CH2:55][CH2:56][CH2:57][CH2:58][CH2:59][CH2:60][CH2:61][CH2:62][CH2:63][CH3:64])[CH2:13][O:14][C:15](=[O:38])[C@H:16]([CH:35]([CH3:37])[CH3:36])[NH:17][C:18]([O:20][CH2:21][CH:22]1[C:34]2[C:29](=[CH:30][CH:31]=[CH:32][CH:33]=2)[C:28]2[C:23]1=[CH:24][CH:25]=[CH:26][CH:27]=2)=[O:19])[C:2]1[CH:7]=[CH:6][CH:5]=[CH:4][CH:3]=1. Reactant: [CH2:1]([O:8][C:9](=[O:40])[CH:10]=[CH:11][CH:12]([OH:39])[CH2:13][O:14][C:15](=[O:38])[C@H:16]([CH:35]([CH3:37])[CH3:36])[NH:17][C:18]([O:20][CH2:21][CH:22]1[C:34]2[C:29](=[CH:30][CH:31]=[CH:32][CH:33]=2)[C:28]2[C:23]1=[CH:24][CH:25]=[CH:26][CH:27]=2)=[O:19])[C:2]1[CH:7]=[CH:6][CH:5]=[CH:4][CH:3]=1.N1C=CC=CC=1.[C:47](Cl)(=[O:65])[CH2:48][CH2:49][CH2:50][CH2:51][CH2:52][CH2:53][CH2:54][CH2:55][CH2:56][CH2:57][CH2:58][CH2:59][CH2:60][CH2:61][CH2:62][CH2:63][CH3:64].C(=O)([O-])O.[Na+]. (4) Reactant: [NH2:1][C:2]1[C:10]([O:11][CH3:12])=[CH:9][CH:8]=[CH:7][C:3]=1C(O)=O.P(N=[N+]=[N-])(=O)([O:21][C:22]1C=CC=CC=1)OC1C=CC=CC=1.C([N:34](CC)CC)C. Product: [CH3:12][O:11][C:10]1[C:2]2[NH:1][C:22](=[O:21])[NH:34][C:3]=2[CH:7]=[CH:8][CH:9]=1. The catalyst class is: 1. (5) Reactant: C(S[C:5]1[CH:11]=[C:10]([O:12][C:13]2[CH:18]=[CH:17][C:16]([S:19]([CH3:22])(=[O:21])=[O:20])=[CH:15][CH:14]=2)[C:8]([NH2:9])=[C:7]([CH3:23])[CH:6]=1)(C)C.CO.OO[S:28]([O-:30])=[O:29].[K+].S([O-])([O-])=O.[Na+].[Na+].O1C[CH2:41][CH2:40][CH2:39]1. Product: [CH:40]([S:28]([C:5]1[CH:11]=[C:10]([O:12][C:13]2[CH:18]=[CH:17][C:16]([S:19]([CH3:22])(=[O:21])=[O:20])=[CH:15][CH:14]=2)[C:8]([NH2:9])=[C:7]([CH3:23])[CH:6]=1)(=[O:30])=[O:29])([CH3:41])[CH3:39]. The catalyst class is: 6. (6) Reactant: [CH3:1][C:2]1[CH:7]=[CH:6][CH:5]=[C:4]([CH3:8])[C:3]=1[CH2:9][NH:10][C:11]1[C:12]2[N:13]([C:26]([CH3:30])=[C:27]([CH3:29])[N:28]=2)[CH:14]=[C:15](B2OC(C)(C)C(C)(C)O2)[CH:16]=1.Br[C:32]1[N:37]=[C:36]([C:38]([O:40][CH3:41])=[O:39])[CH:35]=[CH:34][CH:33]=1.C(=O)([O-])[O-].[Cs+].[Cs+]. Product: [CH3:8][C:4]1[CH:5]=[CH:6][CH:7]=[C:2]([CH3:1])[C:3]=1[CH2:9][NH:10][C:11]1[C:12]2[N:13]([C:26]([CH3:30])=[C:27]([CH3:29])[N:28]=2)[CH:14]=[C:15]([C:32]2[N:37]=[C:36]([C:38]([O:40][CH3:41])=[O:39])[CH:35]=[CH:34][CH:33]=2)[CH:16]=1. The catalyst class is: 73.